This data is from Forward reaction prediction with 1.9M reactions from USPTO patents (1976-2016). The task is: Predict the product of the given reaction. (1) Given the reactants [CH3:1][O:2][C:3]([C:5]1[CH2:6][N:7]([C:21]([O:23][C:24]([CH3:27])([CH3:26])[CH3:25])=[O:22])[CH2:8][CH2:9][C:10]=1[C:11]1[CH:16]=[CH:15][C:14]([CH2:17][CH2:18][CH2:19][OH:20])=[CH:13][CH:12]=1)=[O:4].[Br:28][C:29]1[CH:34]=[CH:33][C:32]([F:35])=[CH:31][C:30]=1O.C(P(CCCC)CCCC)CCC.CCN(C(C)C)C(C)C, predict the reaction product. The product is: [CH3:1][O:2][C:3]([C:5]1[CH2:6][N:7]([C:21]([O:23][C:24]([CH3:27])([CH3:26])[CH3:25])=[O:22])[CH2:8][CH2:9][C:10]=1[C:11]1[CH:16]=[CH:15][C:14]([CH2:17][CH2:18][CH2:19][O:20][C:34]2[CH:33]=[C:32]([F:35])[CH:31]=[CH:30][C:29]=2[Br:28])=[CH:13][CH:12]=1)=[O:4]. (2) Given the reactants [NH2:1][C:2]1[C:7]2=[CH:8][CH:9]=[C:10]([C:11]([CH:13]3[O:18][CH2:17][CH2:16][N:15]([C:19]([O:21][C:22]([CH3:25])([CH3:24])[CH3:23])=[O:20])[CH2:14]3)=[O:12])[N:6]2[N:5]=[CH:4][N:3]=1.[Br:26]N1C(C)(C)C(=O)N(Br)C1=O, predict the reaction product. The product is: [NH2:1][C:2]1[C:7]2=[C:8]([Br:26])[CH:9]=[C:10]([C:11]([CH:13]3[O:18][CH2:17][CH2:16][N:15]([C:19]([O:21][C:22]([CH3:25])([CH3:24])[CH3:23])=[O:20])[CH2:14]3)=[O:12])[N:6]2[N:5]=[CH:4][N:3]=1. (3) Given the reactants [NH2:1][C@:2]([CH3:28])([CH2:26][CH3:27])[C:3]([NH:5][C:6]1[CH:7]=[N:8][C:9]([O:12][C:13]2[C:18]3[C:19]([CH3:25])([CH3:24])[O:20][C:21]([CH3:23])=[N:22][C:17]=3[CH:16]=[CH:15][CH:14]=2)=[CH:10][CH:11]=1)=[O:4].Cl[C:30](Cl)([O:32]C(=O)OC(Cl)(Cl)Cl)Cl, predict the reaction product. The product is: [CH2:26]([C@@:2]1([CH3:28])[NH:1][C:30](=[O:32])[N:5]([C:6]2[CH:7]=[N:8][C:9]([O:12][C:13]3[C:18]4[C:19]([CH3:25])([CH3:24])[O:20][C:21]([CH3:23])=[N:22][C:17]=4[CH:16]=[CH:15][CH:14]=3)=[CH:10][CH:11]=2)[C:3]1=[O:4])[CH3:27]. (4) Given the reactants [C:1]([O:5][C:6]([N:8]1[CH2:13][CH2:12][CH:11]([O:14][C:15]2[CH:20]=[CH:19][C:18]([Br:21])=[CH:17][C:16]=2C=O)[CH2:10][CH2:9]1)=[O:7])([CH3:4])([CH3:3])[CH3:2].C(O[C:29]([N:31]1CCC(COC2C=CC(I)=CC=2C=O)[CH2:33][CH2:32]1)=O)(C)(C)C.[CH3:48][Si:49](N[Si](C)(C)C)([CH3:51])[CH3:50].C([Li])CCC.C[Si](Cl)(C)C.C(N(CC)CC)C.C(Cl)(=[O:76])C, predict the reaction product. The product is: [Br:21][C:18]1[CH:19]=[CH:20][C:15]([O:14][CH:11]2[CH2:10][CH2:9][N:8]([C:6]([O:5][C:1]([CH3:3])([CH3:4])[CH3:2])=[O:7])[CH2:13][CH2:12]2)=[C:16]([CH:29]=[N:31][C:32]([O:76][Si:49]([CH3:51])([CH3:50])[CH3:48])=[CH2:33])[CH:17]=1. (5) Given the reactants [Cl:1][C:2]1[C:3]([C:12]([F:15])([F:14])[F:13])=[CH:4][C:5]([N+:9]([O-:11])=[O:10])=[C:6]([NH2:8])[CH:7]=1.[CH3:16][C:17]([O:20][C:21](O[C:21]([O:20][C:17]([CH3:19])([CH3:18])[CH3:16])=[O:22])=[O:22])([CH3:19])[CH3:18].C(O)(C(F)(F)F)=O, predict the reaction product. The product is: [C:17]([O:20][C:21](=[O:22])[NH:8][C:6]1[CH:7]=[C:2]([Cl:1])[C:3]([C:12]([F:13])([F:14])[F:15])=[CH:4][C:5]=1[N+:9]([O-:11])=[O:10])([CH3:19])([CH3:18])[CH3:16]. (6) Given the reactants [NH2:1][C:2]1[CH:3]=[CH:4][C:5]([F:17])=[C:6]([C@:8]2([CH3:16])[C@@H:13]([F:14])[CH2:12][O:11][C:10]([NH2:15])=[N:9]2)[CH:7]=1.[F:18][CH:19]([F:29])[C:20]1[N:21]=[CH:22][C:23]([C:26](O)=[O:27])=[N:24][CH:25]=1, predict the reaction product. The product is: [NH2:15][C:10]1[O:11][CH2:12][C@H:13]([F:14])[C@:8]([C:6]2[CH:7]=[C:2]([NH:1][C:26]([C:23]3[CH:22]=[N:21][C:20]([CH:19]([F:29])[F:18])=[CH:25][N:24]=3)=[O:27])[CH:3]=[CH:4][C:5]=2[F:17])([CH3:16])[N:9]=1. (7) Given the reactants Cl.Cl.[CH3:3][C:4]1([CH3:25])[CH2:8][C:7]2[CH:9]=[CH:10][CH:11]=[C:12]([CH2:13][N:14]3[CH2:19][CH2:18][C:17]4([CH2:24][CH2:23][NH:22][CH2:21][CH2:20]4)[CH2:16][CH2:15]3)[C:6]=2[O:5]1.[N:26]1[CH:31]=[CH:30][CH:29]=[CH:28][C:27]=1[C:32]1[N:36]=[C:35]([CH2:37][CH2:38][C:39](O)=[O:40])[O:34][N:33]=1, predict the reaction product. The product is: [CH3:3][C:4]1([CH3:25])[CH2:8][C:7]2[CH:9]=[CH:10][CH:11]=[C:12]([CH2:13][N:14]3[CH2:19][CH2:18][C:17]4([CH2:24][CH2:23][N:22]([C:39](=[O:40])[CH2:38][CH2:37][C:35]5[O:34][N:33]=[C:32]([C:27]6[CH:28]=[CH:29][CH:30]=[CH:31][N:26]=6)[N:36]=5)[CH2:21][CH2:20]4)[CH2:16][CH2:15]3)[C:6]=2[O:5]1. (8) Given the reactants C(Cl)(Cl)Cl.[C:5]([O:9][C:10]([N:12]1[CH2:15][CH:14]([OH:16])[CH2:13]1)=[O:11])([CH3:8])([CH3:7])[CH3:6].[CH3:17][S:18](Cl)(=[O:20])=[O:19].[Cl-].[NH4+], predict the reaction product. The product is: [C:5]([O:9][C:10]([N:12]1[CH2:15][CH:14]([O:16][S:18]([CH3:17])(=[O:20])=[O:19])[CH2:13]1)=[O:11])([CH3:8])([CH3:6])[CH3:7]. (9) The product is: [O:8]([CH2:15][C:16]1[S:17][C:18]2[CH2:19][NH:20][CH2:21][CH2:22][CH2:23][C:24]=2[N:25]=1)[C:9]1[CH:10]=[CH:11][CH:12]=[CH:13][CH:14]=1. Given the reactants ClC(OC(Cl)C)=O.[O:8]([CH2:15][C:16]1[S:17][C:18]2[CH2:19][N:20](CC3C=CC=CC=3)[CH2:21][CH2:22][CH2:23][C:24]=2[N:25]=1)[C:9]1[CH:14]=[CH:13][CH:12]=[CH:11][CH:10]=1.CCN(C(C)C)C(C)C, predict the reaction product.